From a dataset of Orexin1 receptor HTS with 218,158 compounds and 233 confirmed actives. Binary Classification. Given a drug SMILES string, predict its activity (active/inactive) in a high-throughput screening assay against a specified biological target. (1) The molecule is O(c1cc(/C=C\c2[nH]\c(nc(n2)N)=C2\C(=O)C=CC=C2)ccc1OC)C. The result is 1 (active). (2) The molecule is S=C1N(C(=O)C(/N1)=C/c1c(O)c(OCC)ccc1)c1ccccc1. The result is 0 (inactive). (3) The molecule is S=C(NCCCN(CCCC)CC)Nc1cc2c(cc(N3CCN(CC3)CC)nc2cc1)C. The result is 0 (inactive). (4) The molecule is S(=O)(=O)(N(CCCC)Cc1ccccc1)c1cc2n(c(=O)c(=O)n(c2cc1)C)C. The result is 0 (inactive). (5) The compound is o1c2c(c(c1C)C(OCC)=O)cc(O)cc2. The result is 0 (inactive).